The task is: Predict the product of the given reaction.. This data is from Forward reaction prediction with 1.9M reactions from USPTO patents (1976-2016). (1) Given the reactants [Cl:1][C:2]1[CH:3]=[C:4]([CH2:9][S:10]([NH:13][C:14]2[C:19]([O:20][CH3:21])=[CH:18][C:17](I)=[CH:16][N:15]=2)(=[O:12])=[O:11])[CH:5]=[C:6]([Cl:8])[CH:7]=1.[Cu][C:24]#[N:25], predict the reaction product. The product is: [C:24]([C:17]1[CH:18]=[C:19]([O:20][CH3:21])[C:14]([NH:13][S:10]([CH2:9][C:4]2[CH:3]=[C:2]([Cl:1])[CH:7]=[C:6]([Cl:8])[CH:5]=2)(=[O:12])=[O:11])=[N:15][CH:16]=1)#[N:25]. (2) Given the reactants [Cl:1][C:2]1[CH:3]=[C:4]([CH:20]=[CH2:21])[CH:5]=[C:6]2[C:10]=1[C:9](=[O:11])[N:8]([CH2:12][C:13]1[CH:18]=[CH:17][C:16]([Cl:19])=[CH:15][CH:14]=1)[CH2:7]2.[H][H].CCCCCC.C(OCC)(=O)C, predict the reaction product. The product is: [Cl:1][C:2]1[CH:3]=[C:4]([CH2:20][CH3:21])[CH:5]=[C:6]2[C:10]=1[C:9](=[O:11])[N:8]([CH2:12][C:13]1[CH:18]=[CH:17][C:16]([Cl:19])=[CH:15][CH:14]=1)[CH2:7]2. (3) Given the reactants [F:1][C:2]1[CH:3]=[C:4]([N+:14]([O-])=O)[CH:5]=[CH:6][C:7]=1[N:8]1[CH2:13][CH2:12][O:11][CH2:10][CH2:9]1.C([O-])=O.[NH4+], predict the reaction product. The product is: [F:1][C:2]1[CH:3]=[C:4]([CH:5]=[CH:6][C:7]=1[N:8]1[CH2:13][CH2:12][O:11][CH2:10][CH2:9]1)[NH2:14]. (4) Given the reactants [NH2:1][C:2]1[CH:9]=[CH:8][CH:7]=[CH:6][C:3]=1CN.Cl[C:11]1[NH:12]C2C=CC=CC=2[N:15]=1, predict the reaction product. The product is: [N:1]1[C:2]2[CH:9]=[CH:8][CH:7]=[CH:6][C:3]=2[NH:12][C:11]=1[NH2:15]. (5) Given the reactants [H-].[Na+].[C:3]([O:9][CH2:10][CH3:11])(=[O:8])[CH2:4][C:5]([CH3:7])=[O:6].Br[CH2:13][C:14]1[CH:23]=[CH:22][C:17]([C:18]([O:20][CH3:21])=[O:19])=[CH:16][C:15]=1[O:24][CH3:25], predict the reaction product. The product is: [CH2:10]([O:9][C:3]([CH:4]([C:5](=[O:6])[CH3:7])[CH2:13][C:14]1[CH:23]=[CH:22][C:17]([C:18]([O:20][CH3:21])=[O:19])=[CH:16][C:15]=1[O:24][CH3:25])=[O:8])[CH3:11]. (6) Given the reactants [C:1](=[O:4])([O-])[O-].[K+].[K+].CI.CS(C)=O.Br.[Br:14][C:15]1[CH:16]=[N:17][C:18](O)=[N:19][CH:20]=1, predict the reaction product. The product is: [Br:14][C:15]1[CH:20]=[N:19][C:1](=[O:4])[N:17]([CH3:18])[CH:16]=1. (7) Given the reactants Br[C:2]1[CH:3]=[CH:4][C:5]([O:8][CH3:9])=[N:6][CH:7]=1.[C:10]([C:12]1([OH:25])[CH2:17][CH2:16][N:15]([C:18]([O:20][C:21]([CH3:24])([CH3:23])[CH3:22])=[O:19])[CH2:14][CH2:13]1)#[CH:11], predict the reaction product. The product is: [OH:25][C:12]1([C:10]#[C:11][C:2]2[CH:7]=[N:6][C:5]([O:8][CH3:9])=[CH:4][CH:3]=2)[CH2:13][CH2:14][N:15]([C:18]([O:20][C:21]([CH3:22])([CH3:23])[CH3:24])=[O:19])[CH2:16][CH2:17]1. (8) Given the reactants [CH:1]1[C:10]2[CH2:9][CH2:8][CH2:7][CH2:6][C:5]=2[CH:4]=[C:3]([C:11](OCC)=[O:12])[N:2]=1.[H-].[H-].[H-].[H-].[Li+].[Al+3].O.[OH-].[Na+], predict the reaction product. The product is: [CH:1]1[C:10]2[CH2:9][CH2:8][CH2:7][CH2:6][C:5]=2[CH:4]=[C:3]([CH2:11][OH:12])[N:2]=1.